From a dataset of Full USPTO retrosynthesis dataset with 1.9M reactions from patents (1976-2016). Predict the reactants needed to synthesize the given product. (1) Given the product [F:1][C:2]1[CH:3]=[CH:4][C:5]([C:8]2[C:16]3[C:11](=[CH:12][CH:13]=[C:14]([NH:17][C:18]([C:20]4[CH:21]=[CH:22][C:23]([C:24]([NH2:30])=[O:25])=[CH:27][CH:28]=4)=[O:19])[CH:15]=3)[NH:10][N:9]=2)=[CH:6][CH:7]=1, predict the reactants needed to synthesize it. The reactants are: [F:1][C:2]1[CH:7]=[CH:6][C:5]([C:8]2[C:16]3[C:11](=[CH:12][CH:13]=[C:14]([NH:17][C:18]([C:20]4[CH:28]=[CH:27][C:23]([C:24](O)=[O:25])=[CH:22][CH:21]=4)=[O:19])[CH:15]=3)[NH:10][N:9]=2)=[CH:4][CH:3]=1.[Cl-].[NH4+:30]. (2) Given the product [Br:1][C:2]1[CH:3]=[C:4]([N:8]([CH3:20])[S:9]([C:12]2[CH:17]=[CH:16][C:15]([F:18])=[CH:14][C:13]=2[F:19])(=[O:11])=[O:10])[CH:5]=[N:6][CH:7]=1, predict the reactants needed to synthesize it. The reactants are: [Br:1][C:2]1[CH:3]=[C:4]([NH:8][S:9]([C:12]2[CH:17]=[CH:16][C:15]([F:18])=[CH:14][C:13]=2[F:19])(=[O:11])=[O:10])[CH:5]=[N:6][CH:7]=1.[CH3:20]I. (3) Given the product [Br:15][C:11]1[C:10]([C:7]2[CH:6]=[CH:5][C:4]([N+:1]([O-:3])=[O:2])=[CH:9][CH:8]=2)=[N:14][NH:13][CH:12]=1, predict the reactants needed to synthesize it. The reactants are: [N+:1]([C:4]1[CH:9]=[CH:8][C:7]([C:10]2[NH:14][N:13]=[CH:12][CH:11]=2)=[CH:6][CH:5]=1)([O-:3])=[O:2].[Br:15]N1C(=O)CCC1=O. (4) Given the product [F:13][C:14]1[CH:19]=[CH:18][C:17]([C:2]2[C:6]3[N:7]=[CH:8][N:9]=[C:10]([O:11][CH3:12])[C:5]=3[S:4][CH:3]=2)=[CH:16][CH:15]=1, predict the reactants needed to synthesize it. The reactants are: Br[C:2]1[C:6]2[N:7]=[CH:8][N:9]=[C:10]([O:11][CH3:12])[C:5]=2[S:4][CH:3]=1.[F:13][C:14]1[CH:19]=[CH:18][C:17](B(O)O)=[CH:16][CH:15]=1.C(=O)([O-])[O-].[Cs+].[Cs+].